Dataset: Catalyst prediction with 721,799 reactions and 888 catalyst types from USPTO. Task: Predict which catalyst facilitates the given reaction. Reactant: [F:1][C:2]1[CH:21]=[CH:20][C:5]2[CH2:6][C:7]3[CH:19]=[CH:18][CH:17]=[CH:16][C:8]=3[C:9]3([CH2:15][CH:14]=[CH:13][CH2:12]3)[C:10](=[O:11])[C:4]=2[CH:3]=1.[OH-].[Na+].OO.C([O:28]CC)C. Product: [F:1][C:2]1[CH:21]=[CH:20][C:5]2[CH2:6][C:7]3[CH:19]=[CH:18][CH:17]=[CH:16][C:8]=3[C:9]3([CH2:12][CH2:13][CH:14]([OH:28])[CH2:15]3)[CH:10]([OH:11])[C:4]=2[CH:3]=1. The catalyst class is: 1.